Dataset: Peptide-MHC class I binding affinity with 185,985 pairs from IEDB/IMGT. Task: Regression. Given a peptide amino acid sequence and an MHC pseudo amino acid sequence, predict their binding affinity value. This is MHC class I binding data. (1) The peptide sequence is DVRDKRRKY. The MHC is HLA-A33:01 with pseudo-sequence HLA-A33:01. The binding affinity (normalized) is 0. (2) The peptide sequence is KTFGWLWKL. The MHC is Mamu-A01 with pseudo-sequence Mamu-A01. The binding affinity (normalized) is 0.660. (3) The peptide sequence is REIGDISYL. The MHC is HLA-B48:01 with pseudo-sequence HLA-B48:01. The binding affinity (normalized) is 0.0847.